Predict the reactants needed to synthesize the given product. From a dataset of Full USPTO retrosynthesis dataset with 1.9M reactions from patents (1976-2016). (1) Given the product [CH2:3]([CH:21]1[CH2:22][CH:23]([C:24]([O:26][CH2:6][CH3:7])=[O:25])[CH2:27][CH2:28][N:20]1[C:18]([O:17][C:13]([CH3:16])([CH3:14])[CH3:15])=[O:19])[CH:2]=[CH2:1], predict the reactants needed to synthesize it. The reactants are: [CH2:1]([Li])[CH2:2][CH2:3]C.[CH:6](NC(C)C)(C)[CH3:7].[C:13]([O:17][C:18]([N:20]1[CH2:28][CH2:27][CH:23]([C:24]([O-:26])=[O:25])[CH2:22][CH2:21]1)=[O:19])([CH3:16])([CH3:15])[CH3:14].C(Br)C=C.[Cl-].[NH4+]. (2) Given the product [CH2:3]([O:10][C:11]1[CH:12]=[CH:13][C:14]([Br:24])=[C:15]([CH2:17][CH:18]([C:22]#[N:23])[C:19]([OH:21])=[O:20])[CH:16]=1)[C:4]1[CH:5]=[CH:6][CH:7]=[CH:8][CH:9]=1, predict the reactants needed to synthesize it. The reactants are: [BH4-].[Na+].[CH2:3]([O:10][C:11]1[CH:12]=[CH:13][C:14]([Br:24])=[C:15]([CH:17]=[C:18]([C:22]#[N:23])[C:19]([OH:21])=[O:20])[CH:16]=1)[C:4]1[CH:9]=[CH:8][CH:7]=[CH:6][CH:5]=1.